This data is from Forward reaction prediction with 1.9M reactions from USPTO patents (1976-2016). The task is: Predict the product of the given reaction. (1) Given the reactants [NH2:1][C:2]1[CH:3]=[C:4]2[CH:10]=[C:9]([C:11]([O:13][CH3:14])=[O:12])[NH:8][C:5]2=[N:6][CH:7]=1.[C:15](Cl)(=[O:22])[C:16]1[CH:21]=[CH:20][CH:19]=[CH:18][CH:17]=1, predict the reaction product. The product is: [C:15]([NH:1][C:2]1[CH:3]=[C:4]2[CH:10]=[C:9]([C:11]([O:13][CH3:14])=[O:12])[NH:8][C:5]2=[N:6][CH:7]=1)(=[O:22])[C:16]1[CH:21]=[CH:20][CH:19]=[CH:18][CH:17]=1. (2) Given the reactants C([Li])CCC.[S:6]1[CH:10]=[CH:9][N:8]=[CH:7]1.[C:11]([O:15][C:16]([N:18]1[CH2:23][CH2:22][CH:21]([CH:24]([C:39]([O:41][CH2:42][CH3:43])=[O:40])[N:25]2[CH2:30][CH:29]=[C:28](OS(C(F)(F)F)(=O)=O)[CH2:27][CH2:26]2)[CH2:20][CH2:19]1)=[O:17])([CH3:14])([CH3:13])[CH3:12], predict the reaction product. The product is: [C:11]([O:15][C:16]([N:18]1[CH2:23][CH2:22][CH:21]([CH:24]([C:39]([O:41][CH2:42][CH3:43])=[O:40])[N:25]2[CH2:26][CH:27]=[C:28]([C:7]3[S:6][CH:10]=[CH:9][N:8]=3)[CH2:29][CH2:30]2)[CH2:20][CH2:19]1)=[O:17])([CH3:14])([CH3:13])[CH3:12]. (3) Given the reactants [CH3:1][C:2]1[CH:6]=[C:5]([CH3:7])[N:4]([C:8]2[CH:14]=[CH:13][C:11]([NH2:12])=[CH:10][C:9]=2[O:15][CH3:16])[N:3]=1.CI.[C:19](=O)([O-])[O-].[K+].[K+].O, predict the reaction product. The product is: [CH3:1][C:2]1[CH:6]=[C:5]([CH3:7])[N:4]([C:8]2[CH:14]=[CH:13][C:11]([NH:12][CH3:19])=[CH:10][C:9]=2[O:15][CH3:16])[N:3]=1. (4) Given the reactants [CH2:1]([O:8][C:9](=[O:20])[NH:10][C:11]1[CH:16]=[CH:15][CH:14]=[C:13]([C:17](=[O:19])[CH3:18])[CH:12]=1)[C:2]1[CH:7]=[CH:6][CH:5]=[CH:4][CH:3]=1.C1COCC1.[Br:26]Br.C([O-])(O)=O.[Na+], predict the reaction product. The product is: [CH2:1]([O:8][C:9](=[O:20])[NH:10][C:11]1[CH:16]=[CH:15][CH:14]=[C:13]([C:17](=[O:19])[CH2:18][Br:26])[CH:12]=1)[C:2]1[CH:7]=[CH:6][CH:5]=[CH:4][CH:3]=1. (5) Given the reactants [F:1][C:2]1[CH:7]=[CH:6][C:5]([C:8]2[C:13]([C:14]([NH:16][C@@H:17]([CH2:25][CH2:26][S:27][CH3:28])[C:18]([O:20]C(C)(C)C)=[O:19])=[O:15])=[CH:12][CH:11]=[C:10]([O:29][CH:30]([C:37]3[CH:42]=[CH:41][C:40]([F:43])=[CH:39][CH:38]=3)[CH2:31][N:32]3[CH:36]=[CH:35][N:34]=[CH:33]3)[N:9]=2)=[CH:4][CH:3]=1, predict the reaction product. The product is: [F:1][C:2]1[CH:7]=[CH:6][C:5]([C:8]2[C:13]([C:14]([NH:16][C@@H:17]([CH2:25][CH2:26][S:27][CH3:28])[C:18]([OH:20])=[O:19])=[O:15])=[CH:12][CH:11]=[C:10]([O:29][CH:30]([C:37]3[CH:38]=[CH:39][C:40]([F:43])=[CH:41][CH:42]=3)[CH2:31][N:32]3[CH:36]=[CH:35][N:34]=[CH:33]3)[N:9]=2)=[CH:4][CH:3]=1. (6) Given the reactants [CH:1]1([C:7]([N:9]2[C:18]3[C:13](=[CH:14][CH:15]=[CH:16][CH:17]=3)[CH2:12][CH2:11][CH:10]2[C:19]([O:21][CH3:22])=[O:20])=[O:8])[CH2:6][CH2:5][CH2:4][CH2:3][CH2:2]1.[N+:23]([O-])([OH:25])=[O:24].O, predict the reaction product. The product is: [CH3:22][O:21][C:19]([CH:10]1[CH2:11][CH2:12][C:13]2[C:18](=[CH:17][CH:16]=[C:15]([N+:23]([O-:25])=[O:24])[CH:14]=2)[N:9]1[C:7]([CH:1]1[CH2:2][CH2:3][CH2:4][CH2:5][CH2:6]1)=[O:8])=[O:20]. (7) Given the reactants [F:1][C:2]1[CH:7]=[CH:6][C:5]([N:8]2[C:16]3[C:11](=[CH:12][C:13]4[CH2:21][C:20](=[O:22])[CH2:19][CH2:18][CH2:17][C:14]=4[CH:15]=3)[CH:10]=[N:9]2)=[CH:4][CH:3]=1.[Li+].C[Si]([N-][Si](C)(C)C)(C)C.[CH:33](=O)[CH3:34], predict the reaction product. The product is: [CH:33](=[C:21]1/[C:20](=[O:22])[CH2:19][CH2:18][CH2:17][C:14]2[CH:15]=[C:16]3[C:11]([CH:10]=[N:9][N:8]3[C:5]3[CH:4]=[CH:3][C:2]([F:1])=[CH:7][CH:6]=3)=[CH:12][C:13]/1=2)\[CH3:34]. (8) Given the reactants [C:1]([O:5][CH2:6][CH2:7][OH:8])(=[O:4])[CH:2]=[CH2:3].C(C1C=C(C)C=[C:15]([C:20](C)(C)C)[C:14]=1[OH:24])(C)(C)C.[C:25](Cl)(=[O:35])[C:26]1[CH:34]=[CH:33][C:29]([C:30](Cl)=[O:31])=[CH:28][CH:27]=1.Cl, predict the reaction product. The product is: [C:1]([O:5][CH2:6][CH2:7][O:8][C:25](=[O:35])[C:26]1[CH:34]=[CH:33][C:29]([C:30]([O:5][CH2:6][CH2:7][O:8][C:14](=[O:24])[CH:15]=[CH2:20])=[O:31])=[CH:28][CH:27]=1)(=[O:4])[CH:2]=[CH2:3]. (9) Given the reactants [NH2:1][C:2]([CH2:7][OH:8])([CH2:5][OH:6])[CH2:3][OH:4].[Cl:9][C:10]1[C:14]([Cl:15])=[C:13]([CH3:16])[NH:12][C:11]=1[C:17]([NH:19][C@@H:20]1[CH2:25][CH2:24][N:23]([C:26]2[S:27][C:28]([C:31]([OH:33])=[O:32])=[CH:29][N:30]=2)[CH2:22][C@@H:21]1[F:34])=[O:18].CO, predict the reaction product. The product is: [Cl:9][C:10]1[C:14]([Cl:15])=[C:13]([CH3:16])[NH:12][C:11]=1[C:17]([NH:19][C@@H:20]1[CH2:25][CH2:24][N:23]([C:26]2[S:27][C:28]([C:31]([O-:33])=[O:32])=[CH:29][N:30]=2)[CH2:22][C@@H:21]1[F:34])=[O:18].[OH:4][CH2:3][C:2]([CH2:7][OH:8])([NH3+:1])[CH2:5][OH:6].